Dataset: Full USPTO retrosynthesis dataset with 1.9M reactions from patents (1976-2016). Task: Predict the reactants needed to synthesize the given product. (1) The reactants are: [CH2:1]1[O:9][CH:2]1[C:3]1[CH:8]=[CH:7][CH:6]=[CH:5][CH:4]=1.[C:10]1([NH:16][CH:17]2[CH2:22][CH2:21][NH:20][CH2:19][CH2:18]2)[CH:15]=[CH:14][CH:13]=[CH:12][CH:11]=1. Given the product [C:3]1([CH:2]([OH:9])[CH2:1][N:20]2[CH2:21][CH2:22][CH:17]([NH:16][C:10]3[CH:15]=[CH:14][CH:13]=[CH:12][CH:11]=3)[CH2:18][CH2:19]2)[CH:8]=[CH:7][CH:6]=[CH:5][CH:4]=1, predict the reactants needed to synthesize it. (2) Given the product [CH2:1]([C@H:8]1[CH2:9][N:10]([C:14]2[CH:23]=[CH:22][C:21]([O:24][CH3:25])=[C:20]3[C:15]=2[CH:16]=[CH:17][C:18]([C:26]([F:29])([F:27])[F:28])=[N:19]3)[CH2:11][CH2:12][N:13]1[C:33](=[O:32])[CH2:34][C:35]1[NH:36][N:37]=[CH:38][N:39]=1)[C:2]1[CH:7]=[CH:6][CH:5]=[CH:4][CH:3]=1, predict the reactants needed to synthesize it. The reactants are: [CH2:1]([C@@H:8]1[NH:13][CH2:12][CH2:11][N:10]([C:14]2[CH:23]=[CH:22][C:21]([O:24][CH3:25])=[C:20]3[C:15]=2[CH:16]=[CH:17][C:18]([C:26]([F:29])([F:28])[F:27])=[N:19]3)[CH2:9]1)[C:2]1[CH:7]=[CH:6][CH:5]=[CH:4][CH:3]=1.C([O:32][C:33](=O)[CH2:34][C:35]1[NH:39][CH:38]=[N:37][N:36]=1)C. (3) Given the product [ClH:1].[CH3:28][C:20](=[CH:21][C:22]1[CH:27]=[CH:26][CH:25]=[CH:24][CH:23]=1)[CH2:19][N:16]1[CH:9]=[C:8]([CH2:7][CH2:6][CH2:5][CH2:4][CH2:3][CH2:2][C:10]2[N:11]=[C:12]([NH2:15])[NH:13][CH:14]=2)[N:18]=[N:17]1, predict the reactants needed to synthesize it. The reactants are: [ClH:1].[CH2:2]([C:10]1[N:11]=[C:12]([NH2:15])[NH:13][CH:14]=1)[CH2:3][CH2:4][CH2:5][CH2:6][CH2:7][C:8]#[CH:9].[N:16]([CH2:19][C:20]([CH3:28])=[CH:21][C:22]1[CH:27]=[CH:26][CH:25]=[CH:24][CH:23]=1)=[N+:17]=[N-:18]. (4) Given the product [C:23]([NH:27][S:28]([C:31]1[S:32][C:33]([C:2]2[CH:7]=[CH:6][CH:5]=[C:4]([C:8]3[N:9]=[C:10]([CH3:22])[CH:11]=[C:12]([C:14]4[CH:19]=[CH:18][C:17]([Cl:20])=[C:16]([CH3:21])[CH:15]=4)[N:13]=3)[CH:3]=2)=[CH:34][CH:35]=1)(=[O:29])=[O:30])([CH3:26])([CH3:24])[CH3:25], predict the reactants needed to synthesize it. The reactants are: Br[C:2]1[CH:3]=[C:4]([C:8]2[N:13]=[C:12]([C:14]3[CH:19]=[CH:18][C:17]([Cl:20])=[C:16]([CH3:21])[CH:15]=3)[CH:11]=[C:10]([CH3:22])[N:9]=2)[CH:5]=[CH:6][CH:7]=1.[C:23]([NH:27][S:28]([C:31]1[S:32][C:33](B2OC(C)(C)C(C)(C)O2)=[CH:34][CH:35]=1)(=[O:30])=[O:29])([CH3:26])([CH3:25])[CH3:24]. (5) The reactants are: [C:1]12([C:11]3[CH:21]=[CH:20][C:14]([O:15][CH2:16][C:17](O)=[O:18])=[CH:13][CH:12]=3)[CH2:10][CH:5]3[CH2:6][CH:7]([CH2:9][CH:3]([CH2:4]3)[CH2:2]1)[CH2:8]2.[N:22]1([CH2:28][CH2:29][OH:30])[CH2:27][CH2:26][NH:25][CH2:24][CH2:23]1. Given the product [C:1]12([C:11]3[CH:12]=[CH:13][C:14]([O:15][CH2:16][C:17]([N:25]4[CH2:26][CH2:27][N:22]([CH2:28][CH2:29][OH:30])[CH2:23][CH2:24]4)=[O:18])=[CH:20][CH:21]=3)[CH2:2][CH:3]3[CH2:9][CH:7]([CH2:6][CH:5]([CH2:4]3)[CH2:10]1)[CH2:8]2, predict the reactants needed to synthesize it. (6) Given the product [OH:4][CH:1]1[O:5][CH2:14][CH2:13][N:12]([CH2:11][C:10]2[CH:16]=[CH:17][CH:18]=[CH:19][C:9]=2[N+:6]([O-:8])=[O:7])[C:2]1=[O:3], predict the reactants needed to synthesize it. The reactants are: [C:1]([OH:5])(=[O:4])[CH:2]=[O:3].[N+:6]([C:9]1[CH:19]=[CH:18][CH:17]=[CH:16][C:10]=1[CH2:11][NH:12][CH2:13][CH2:14]O)([O-:8])=[O:7].O. (7) Given the product [CH3:46][O:45][C:4]1[CH:3]=[C:2]([NH:1][S:55]([N:54]([CH3:59])[CH3:53])(=[O:57])=[O:56])[CH:7]=[CH:6][C:5]=1[C:8]1[C:16]2[C:15]([NH:17][C@H:18]([C:20]3[N:25]([C:26]4[CH:31]=[CH:30][CH:29]=[CH:28][CH:27]=4)[C:24](=[O:32])[C:23]4=[C:33]([CH3:36])[CH:34]=[CH:35][N:22]4[N:21]=3)[CH3:19])=[N:14][CH:13]=[N:12][C:11]=2[N:10]([CH2:37][O:38][CH2:39][CH2:40][Si:41]([CH3:43])([CH3:42])[CH3:44])[CH:9]=1, predict the reactants needed to synthesize it. The reactants are: [NH2:1][C:2]1[CH:7]=[CH:6][C:5]([C:8]2[C:16]3[C:15]([NH:17][C@H:18]([C:20]4[N:25]([C:26]5[CH:31]=[CH:30][CH:29]=[CH:28][CH:27]=5)[C:24](=[O:32])[C:23]5=[C:33]([CH3:36])[CH:34]=[CH:35][N:22]5[N:21]=4)[CH3:19])=[N:14][CH:13]=[N:12][C:11]=3[N:10]([CH2:37][O:38][CH2:39][CH2:40][Si:41]([CH3:44])([CH3:43])[CH3:42])[CH:9]=2)=[C:4]([O:45][CH3:46])[CH:3]=1.N1C=CC=CC=1.[CH3:53][N:54]([CH3:59])[S:55](Cl)(=[O:57])=[O:56].